Task: Regression. Given two drug SMILES strings and cell line genomic features, predict the synergy score measuring deviation from expected non-interaction effect.. Dataset: NCI-60 drug combinations with 297,098 pairs across 59 cell lines (1) Synergy scores: CSS=46.4, Synergy_ZIP=-2.19, Synergy_Bliss=-3.31, Synergy_Loewe=-19.6, Synergy_HSA=-2.05. Drug 1: C1CCC(CC1)NC(=O)N(CCCl)N=O. Cell line: ACHN. Drug 2: CC1C(C(CC(O1)OC2CC(CC3=C2C(=C4C(=C3O)C(=O)C5=CC=CC=C5C4=O)O)(C(=O)C)O)N)O. (2) Drug 1: C1=CN(C=N1)CC(O)(P(=O)(O)O)P(=O)(O)O. Drug 2: CC1C(C(CC(O1)OC2CC(CC3=C2C(=C4C(=C3O)C(=O)C5=CC=CC=C5C4=O)O)(C(=O)C)O)N)O. Cell line: A498. Synergy scores: CSS=68.1, Synergy_ZIP=-2.08, Synergy_Bliss=-0.853, Synergy_Loewe=-18.5, Synergy_HSA=0.709. (3) Drug 1: C1=NC2=C(N=C(N=C2N1C3C(C(C(O3)CO)O)O)F)N. Drug 2: COCCOC1=C(C=C2C(=C1)C(=NC=N2)NC3=CC=CC(=C3)C#C)OCCOC.Cl. Cell line: HOP-62. Synergy scores: CSS=26.8, Synergy_ZIP=-5.04, Synergy_Bliss=-5.11, Synergy_Loewe=0.786, Synergy_HSA=-1.39. (4) Drug 1: C1C(C(OC1N2C=C(C(=O)NC2=O)F)CO)O. Drug 2: C(CCl)NC(=O)N(CCCl)N=O. Cell line: HCT116. Synergy scores: CSS=45.0, Synergy_ZIP=-4.39, Synergy_Bliss=-3.97, Synergy_Loewe=-36.6, Synergy_HSA=0.752. (5) Drug 1: CC1OCC2C(O1)C(C(C(O2)OC3C4COC(=O)C4C(C5=CC6=C(C=C35)OCO6)C7=CC(=C(C(=C7)OC)O)OC)O)O. Drug 2: CCC1(C2=C(COC1=O)C(=O)N3CC4=CC5=C(C=CC(=C5CN(C)C)O)N=C4C3=C2)O.Cl. Cell line: CCRF-CEM. Synergy scores: CSS=83.4, Synergy_ZIP=-0.462, Synergy_Bliss=0.268, Synergy_Loewe=0.110, Synergy_HSA=2.48.